This data is from Full USPTO retrosynthesis dataset with 1.9M reactions from patents (1976-2016). The task is: Predict the reactants needed to synthesize the given product. (1) Given the product [O:37]1[CH2:38][CH2:39][CH:35]([CH2:34][N:21]2[C:22]3[C:27](=[CH:26][CH:25]=[CH:24][CH:23]=3)[C:19]([CH:16]3[CH2:17][CH2:18][N:13]([CH2:12][CH2:11][O:10][C:5]4[CH:6]=[CH:7][CH:8]=[CH:9][C:4]=4[C:3]([OH:2])=[O:28])[CH2:14][CH2:15]3)=[CH:20]2)[CH2:36]1, predict the reactants needed to synthesize it. The reactants are: C[O:2][C:3](=[O:28])[C:4]1[CH:9]=[CH:8][CH:7]=[CH:6][C:5]=1[O:10][CH2:11][CH2:12][N:13]1[CH2:18][CH2:17][CH:16]([C:19]2[C:27]3[C:22](=[CH:23][CH:24]=[CH:25][CH:26]=3)[NH:21][CH:20]=2)[CH2:15][CH2:14]1.CS(O[CH2:34][CH:35]1[CH2:39][CH2:38][O:37][CH2:36]1)(=O)=O. (2) Given the product [CH:14]1([CH2:20][C@H:21]2[CH2:26][C@H:25]([C:3](=[O:5])[CH2:2][C:1]([O:7][CH2:8][CH3:9])=[O:6])[CH2:24][CH2:23][N:22]2[C:30]([O:32][CH3:33])=[O:31])[CH2:15][CH2:16][CH2:17][CH2:18][CH2:19]1.[CH:14]1([CH2:20][C@H:21]2[CH2:26][C@@H:25]([C:27](=[O:29])[CH2:2][C:3]([O:5][CH2:39][CH3:40])=[O:4])[CH2:24][CH2:23][N:22]2[C:30]([O:32][CH3:33])=[O:31])[CH2:15][CH2:16][CH2:17][CH2:18][CH2:19]1, predict the reactants needed to synthesize it. The reactants are: [C:1]([OH:7])(=[O:6])[CH2:2][C:3]([OH:5])=[O:4].[CH2:8]([K])[CH3:9].[Mg+2].[Cl-].[Cl-].[CH:14]1([CH2:20][CH:21]2[CH2:26][CH:25]([C:27]([OH:29])=O)[CH2:24][CH2:23][N:22]2[C:30]([O:32][CH3:33])=[O:31])[CH2:19][CH2:18][CH2:17][CH2:16][CH2:15]1.C(N1C=CN=C1)(N1[CH:40]=[CH:39]N=C1)=O.